Dataset: NCI-60 drug combinations with 297,098 pairs across 59 cell lines. Task: Regression. Given two drug SMILES strings and cell line genomic features, predict the synergy score measuring deviation from expected non-interaction effect. (1) Drug 1: C1C(C(OC1N2C=C(C(=O)NC2=O)F)CO)O. Drug 2: COCCOC1=C(C=C2C(=C1)C(=NC=N2)NC3=CC=CC(=C3)C#C)OCCOC.Cl. Cell line: SNB-75. Synergy scores: CSS=-0.425, Synergy_ZIP=-0.788, Synergy_Bliss=-1.78, Synergy_Loewe=-5.61, Synergy_HSA=-5.58. (2) Drug 1: CN(CC1=CN=C2C(=N1)C(=NC(=N2)N)N)C3=CC=C(C=C3)C(=O)NC(CCC(=O)O)C(=O)O. Drug 2: C1=NC2=C(N=C(N=C2N1C3C(C(C(O3)CO)O)F)Cl)N. Cell line: MALME-3M. Synergy scores: CSS=16.2, Synergy_ZIP=-8.27, Synergy_Bliss=-1.00, Synergy_Loewe=-7.27, Synergy_HSA=-0.0646.